This data is from Forward reaction prediction with 1.9M reactions from USPTO patents (1976-2016). The task is: Predict the product of the given reaction. (1) The product is: [ClH:1].[Cl:1][C:2]1[CH:36]=[CH:35][C:5]([CH2:6][CH:7]([C:19]([NH:21][S:22]([C:25]2[CH:34]=[CH:33][C:32]3[C:27](=[CH:28][CH:29]=[CH:30][CH:31]=3)[CH:26]=2)(=[O:24])=[O:23])=[O:20])[C:8]([N:10]([CH:11]([CH3:12])[CH3:16])[C:17]2[CH:18]=[N:40][CH:41]=[CH:46][CH:45]=2)=[O:9])=[CH:4][CH:3]=1. Given the reactants [Cl:1][C:2]1[CH:36]=[CH:35][C:5]([CH2:6][CH:7]([C:19]([NH:21][S:22]([C:25]2[CH:34]=[CH:33][C:32]3[C:27](=[CH:28][CH:29]=[CH:30][CH:31]=3)[CH:26]=2)(=[O:24])=[O:23])=[O:20])[C:8]([N:10]([CH2:17][CH3:18])[C:11]2[CH:16]=CC=C[CH:12]=2)=[O:9])=[CH:4][CH:3]=1.C([NH:40][C:41]1C=NC=[CH:45][CH:46]=1)(C)C.Cl, predict the reaction product. (2) Given the reactants [OH:1][C:2]1[CH:3]=[C:4]([CH:19]=[CH:20][CH:21]=1)[CH:5]=[C:6]1[CH2:11][CH2:10][N:9]([C:12]([O:14][C:15]([CH3:18])([CH3:17])[CH3:16])=[O:13])[CH2:8][CH2:7]1.Br[C:23]1[CH:28]=[CH:27][C:26]([F:29])=[CH:25][N:24]=1.C(=O)([O-])[O-].[Cs+].[Cs+], predict the reaction product. The product is: [C:15]([O:14][C:12]([N:9]1[CH2:8][CH2:7][C:6](=[CH:5][C:4]2[CH:19]=[CH:20][CH:21]=[C:2]([O:1][C:23]3[CH:28]=[CH:27][C:26]([F:29])=[CH:25][N:24]=3)[CH:3]=2)[CH2:11][CH2:10]1)=[O:13])([CH3:18])([CH3:16])[CH3:17]. (3) Given the reactants Cl[C:2]1[C:3]2[CH:10]=[CH:9][N:8]([CH2:11][O:12][CH2:13][CH2:14][Si:15]([CH3:18])([CH3:17])[CH3:16])[C:4]=2[N:5]=[CH:6][N:7]=1.C(O)CCC.C(OC([N:29]1[CH:33]=[C:32](B2OC(C)(C)C(C)(C)O2)[CH:31]=[N:30]1)C)C.C(=O)([O-])[O-].[K+].[K+], predict the reaction product. The product is: [NH:29]1[CH:33]=[C:32]([C:2]2[C:3]3[CH:10]=[CH:9][N:8]([CH2:11][O:12][CH2:13][CH2:14][Si:15]([CH3:18])([CH3:17])[CH3:16])[C:4]=3[N:5]=[CH:6][N:7]=2)[CH:31]=[N:30]1. (4) Given the reactants [CH3:1][C:2]1[NH:3][C:4]2[C:9]([C:10]=1[CH3:11])=[CH:8][C:7]([NH:12][C:13]1[C:22]3[C:17](=[CH:18][C:19]([OH:25])=[C:20]([O:23][CH3:24])[CH:21]=3)[N:16]=[CH:15][N:14]=1)=[CH:6][CH:5]=2.[O:26]1[CH2:31][CH2:30][N:29]([CH2:32][CH2:33][O:34][CH2:35][CH2:36]O)[CH2:28][CH2:27]1, predict the reaction product. The product is: [CH3:1][C:2]1[NH:3][C:4]2[C:9]([C:10]=1[CH3:11])=[CH:8][C:7]([NH:12][C:13]1[C:22]3[C:17](=[CH:18][C:19]([O:25][CH2:36][CH2:35][O:34][CH2:33][CH2:32][N:29]4[CH2:30][CH2:31][O:26][CH2:27][CH2:28]4)=[C:20]([O:23][CH3:24])[CH:21]=3)[N:16]=[CH:15][N:14]=1)=[CH:6][CH:5]=2. (5) Given the reactants C(OC(=O)[N:10]([CH2:45][C:46]1[CH:51]=[CH:50][CH:49]=[CH:48][CH:47]=1)[C:11]1[CH:16]=[C:15]([C:17]2[CH:22]=[CH:21][CH:20]=[CH:19][C:18]=2[CH3:23])[C:14]([N:24]([C:26](=[O:44])[C:27]([C:30]2[CH:35]=[C:34]([C:36]([F:39])([F:38])[F:37])[CH:33]=[C:32]([C:40]([F:43])([F:42])[F:41])[CH:31]=2)([CH3:29])[CH3:28])[CH3:25])=[CH:13][N:12]=1)C1C=CC=CC=1, predict the reaction product. The product is: [CH2:45]([NH:10][C:11]1[N:12]=[CH:13][C:14]([N:24]([CH3:25])[C:26](=[O:44])[C:27]([C:30]2[CH:35]=[C:34]([C:36]([F:38])([F:37])[F:39])[CH:33]=[C:32]([C:40]([F:41])([F:42])[F:43])[CH:31]=2)([CH3:29])[CH3:28])=[C:15]([C:17]2[CH:22]=[CH:21][CH:20]=[CH:19][C:18]=2[CH3:23])[CH:16]=1)[C:46]1[CH:47]=[CH:48][CH:49]=[CH:50][CH:51]=1. (6) Given the reactants C1C2C(=NC3C(C=2NC(C)CCCN(CC)CC)=CC=CC=3)C=CC=1.[Br:26][C:27]1[CH:40]=[CH:39][C:38]2[C:29](=[C:30](Cl)[C:31]3[C:36]([N:37]=2)=[CH:35][CH:34]=[CH:33][CH:32]=3)[CH:28]=1.Cl.Cl.[CH2:44]([N:46]([CH2:55][CH3:56])[CH2:47][CH2:48][CH2:49][C@@H:50]([NH2:54])[CH2:51][CH2:52][CH3:53])[CH3:45].C1(O)C=CC=CC=1.C(N(CC)CC)C, predict the reaction product. The product is: [Br:26][C:27]1[CH:40]=[CH:39][C:38]2[C:29](=[C:30]([NH:54][C@@H:50]([CH2:51][CH2:52][CH3:53])[CH2:49][CH2:48][CH2:47][N:46]([CH2:55][CH3:56])[CH2:44][CH3:45])[C:31]3[C:36]([N:37]=2)=[CH:35][CH:34]=[CH:33][CH:32]=3)[CH:28]=1.